Dataset: HIV replication inhibition screening data with 41,000+ compounds from the AIDS Antiviral Screen. Task: Binary Classification. Given a drug SMILES string, predict its activity (active/inactive) in a high-throughput screening assay against a specified biological target. (1) The molecule is CC1OC(n2cc(F)c(=O)[nH]c2=O)CCC1O. The result is 0 (inactive). (2) The molecule is CC(C)(C)N1C(=O)c2ccccc2C1(O)C(F)(F)F. The result is 0 (inactive). (3) The result is 0 (inactive). The molecule is CC1SC(c2ccc(Cl)cc2Cl)N(NC(=O)c2ccncc2)C1=O. (4) The molecule is Cc1oc(N)c(S(=O)(=O)c2cc3ccccc3[n+]([O-])c2N)c1C. The result is 0 (inactive). (5) The drug is CC(C)CC1N=C(OCc2ccccc2)OC1=O. The result is 0 (inactive). (6) The drug is Nc1nc(O)c2c(n1)C(=O)NC2. The result is 0 (inactive). (7) The drug is O=C(O)COc1ccc2c3c1C(=O)CCC3CO2. The result is 0 (inactive). (8) The drug is Cc1nc2[nH]ccn2c(=O)c1CCO. The result is 0 (inactive). (9) The molecule is COc1ccc(C2NC(=O)N3C(c4ccc(OC)c(OC)c4)NC(=O)N23)cc1OC. The result is 0 (inactive). (10) The molecule is Nc1ccc(-c2nc3sc(-c4ccc(N)cc4)nc3s2)cc1. The result is 0 (inactive).